Dataset: Catalyst prediction with 721,799 reactions and 888 catalyst types from USPTO. Task: Predict which catalyst facilitates the given reaction. (1) Reactant: [CH2:1]([C:3]1[O:4][C:5]2[CH:22]=[CH:21][CH:20]=[CH:19][C:6]=2[C:7]=1[C:8]([C:10]1[CH:15]=[CH:14][C:13]([O:16]C)=[C:12]([I:18])[CH:11]=1)=[O:9])[CH3:2]. Product: [CH2:1]([C:3]1[O:4][C:5]2[CH:22]=[CH:21][CH:20]=[CH:19][C:6]=2[C:7]=1[C:8]([C:10]1[CH:15]=[CH:14][C:13]([OH:16])=[C:12]([I:18])[CH:11]=1)=[O:9])[CH3:2]. The catalyst class is: 3. (2) Reactant: [Cl:1][C:2]1[C:3]([F:21])=[C:4]([C:14]2[N:19]=[CH:18][N:17]=[C:16]([OH:20])[CH:15]=2)[C:5]([N:8]2[CH:12]=[C:11]([Cl:13])[N:10]=[N:9]2)=[CH:6][CH:7]=1.CN(C(ON1N=NC2C=CC=NC1=2)=[N+](C)C)C.F[P-](F)(F)(F)(F)F.C1CCN2C(=NCCC2)CC1.N[C@@H:58]1[C:74]2[CH:75]=[C:70]([CH:71]=[CH:72][CH:73]=2)[C:69]2[N:68](COCC[Si](C)(C)C)[N:67]=[CH:66][C:65]=2[NH:64][C:63](=[O:84])[C@H:62]([CH3:85])[CH2:61][CH2:60][CH2:59]1.N[C@@H]1C2C=C(C=CC=2)C2NN=CC=2NC(=O)[C@H](C)CCC1. Product: [Cl:1][C:2]1[C:3]([F:21])=[C:4]([C:14]2[N:19]=[CH:18][N:17]([C@@H:58]3[C:74]4[CH:75]=[C:70]([CH:71]=[CH:72][CH:73]=4)[C:69]4[NH:68][N:67]=[CH:66][C:65]=4[NH:64][C:63](=[O:84])[C@H:62]([CH3:85])[CH2:61][CH2:60][CH2:59]3)[C:16](=[O:20])[CH:15]=2)[C:5]([N:8]2[CH:12]=[C:11]([Cl:13])[N:10]=[N:9]2)=[CH:6][CH:7]=1. The catalyst class is: 705. (3) Reactant: [CH:1]1([C:7]2[C:15]3[CH:14]=[CH:13][C:12]([C:16]([O:18][CH3:19])=[O:17])=[CH:11][C:10]=3[N:9]3[CH2:20][C:21](=O)[N:22]([CH2:29][CH2:30][N:31]([CH3:33])[CH3:32])[CH2:23][C:24]4[CH:28]=[CH:27][O:26][C:25]=4[C:8]=23)[CH2:6][CH2:5][CH2:4][CH2:3][CH2:2]1.S(C)C. Product: [CH:1]1([C:7]2[C:15]3[CH:14]=[CH:13][C:12]([C:16]([O:18][CH3:19])=[O:17])=[CH:11][C:10]=3[N:9]3[CH2:20][CH2:21][N:22]([CH2:29][CH2:30][N:31]([CH3:32])[CH3:33])[CH2:23][C:24]4[CH:28]=[CH:27][O:26][C:25]=4[C:8]=23)[CH2:6][CH2:5][CH2:4][CH2:3][CH2:2]1. The catalyst class is: 1. (4) Reactant: [CH:1]1([N:4]2[C:13]3[C:8](=[CH:9][CH:10]=[C:11](F)[C:12]=3[O:14][CH3:15])[C:7](=[O:17])[C:6]([C:18]([O:20]C(C3C(=O)C4C(=C(OC)C(F)=CC=4)N(C4CC4)C=3)=O)=[O:19])=[CH:5]2)[CH2:3][CH2:2]1.B(O)(O)O.[NH:44]1[CH2:47][CH:46]([NH:48][CH2:49][C@H:50]2[O:54][C:53](=[O:55])[N:52]([C:56]3[CH:57]=[CH:58][C:59]4[S:64][CH2:63][C:62](=[O:65])[NH:61][C:60]=4[CH:66]=3)[CH2:51]2)[CH2:45]1. Product: [CH:1]1([N:4]2[C:13]3[C:8](=[CH:9][CH:10]=[C:11]([N:44]4[CH2:47][CH:46]([NH:48][CH2:49][C@H:50]5[O:54][C:53](=[O:55])[N:52]([C:56]6[CH:57]=[CH:58][C:59]7[S:64][CH2:63][C:62](=[O:65])[NH:61][C:60]=7[CH:66]=6)[CH2:51]5)[CH2:45]4)[C:12]=3[O:14][CH3:15])[C:7](=[O:17])[C:6]([C:18]([OH:20])=[O:19])=[CH:5]2)[CH2:3][CH2:2]1. The catalyst class is: 15. (5) Reactant: [CH2:1]=O.[C:3]([OH:6])(=O)[CH3:4].[C:7]([BH3-])#[N:8].[Na+].[Cl:11][C:12]1[CH:59]=[CH:58][C:15]([CH2:16][CH:17]2[N:22]3[C:23](=[O:53])[CH:24]([NH:38][C:39]([CH:41]4[CH2:45][CH2:44][CH2:43][N:42]4C(=O)C(N)C(C)C)=[O:40])[CH2:25][N:26]([S:27]([C:30]4[CH:35]=[CH:34][C:33]([Cl:36])=[CH:32][C:31]=4[Cl:37])(=[O:29])=[O:28])[CH:21]3[CH2:20][N:19]([CH:54]([CH3:56])[CH3:55])[C:18]2=[O:57])=[CH:14][CH:13]=1.[CH2:60]1[CH2:64]OC[CH2:61]1. Product: [Cl:11][C:12]1[CH:13]=[CH:14][C:15]([CH2:16][CH:17]2[N:22]3[C:23](=[O:53])[CH:24]([NH:38][C:39]([CH:41]4[CH2:45][CH2:44][CH2:43][N:42]4[C:3](=[O:6])[CH:4]([N:8]([CH3:7])[CH3:1])[CH:60]([CH3:64])[CH3:61])=[O:40])[CH2:25][N:26]([S:27]([C:30]4[CH:35]=[CH:34][C:33]([Cl:36])=[CH:32][C:31]=4[Cl:37])(=[O:29])=[O:28])[CH:21]3[CH2:20][N:19]([CH:54]([CH3:55])[CH3:56])[C:18]2=[O:57])=[CH:58][CH:59]=1. The catalyst class is: 100. (6) Reactant: [O:1]=[C:2]1[C:6](=[CH:7][C:8]2[O:12][C:11]([C:13]3[CH:21]=[CH:20][C:16]([C:17]([OH:19])=O)=[CH:15][CH:14]=3)=[CH:10][CH:9]=2)[S:5][C:4](=[S:22])[NH:3]1.[N:23]1([CH2:29][CH2:30][NH2:31])[CH2:28][CH2:27][NH:26][CH2:25][CH2:24]1.C1C=CC2N(O)N=NC=2C=1.CCN=C=NCCCN(C)C.CCN(C(C)C)C(C)C. Product: [NH2:31][CH2:30][CH2:29][N:23]1[CH2:28][CH2:27][N:26]([C:17]([C:16]2[CH:15]=[CH:14][C:13]([C:11]3[O:12][C:8]([CH:7]=[C:6]4[S:5][C:4](=[S:22])[NH:3][C:2]4=[O:1])=[CH:9][CH:10]=3)=[CH:21][CH:20]=2)=[O:19])[CH2:25][CH2:24]1. The catalyst class is: 18. (7) Reactant: [CH3:1][Si:2]([C:5]#[CH:6])([CH3:4])[CH3:3].Br[CH2:8][CH2:9][CH2:10][CH2:11][CH2:12][CH2:13][CH:14]=[CH2:15]. Product: [C:5]([Si:2]([CH3:4])([CH3:3])[CH3:1])#[C:6][CH2:15][CH2:14][CH2:13][CH2:12][CH2:11][CH2:10][CH:9]=[CH2:8]. The catalyst class is: 1. (8) Reactant: [Cl:1][C:2]1[C:7]([Cl:8])=[CH:6][CH:5]=[C:4]([F:9])[C:3]=1[NH:10][C:11]1[N:21]=[C:20]([NH:22][C:23]2[CH:28]=[CH:27][C:26]([N:29]3[CH2:34][CH2:33][N:32](C(OC(C)(C)C)=O)[CH2:31][CH2:30]3)=[CH:25][C:24]=2[O:42][CH3:43])[C:14]2[C:15](=[O:19])[NH:16][N:17]=[CH:18][C:13]=2[CH:12]=1.FC(F)(F)C(O)=O. Product: [Cl:1][C:2]1[C:7]([Cl:8])=[CH:6][CH:5]=[C:4]([F:9])[C:3]=1[NH:10][C:11]1[N:21]=[C:20]([NH:22][C:23]2[CH:28]=[CH:27][C:26]([N:29]3[CH2:30][CH2:31][NH:32][CH2:33][CH2:34]3)=[CH:25][C:24]=2[O:42][CH3:43])[C:14]2[C:15](=[O:19])[NH:16][N:17]=[CH:18][C:13]=2[CH:12]=1. The catalyst class is: 4.